This data is from Forward reaction prediction with 1.9M reactions from USPTO patents (1976-2016). The task is: Predict the product of the given reaction. (1) Given the reactants [Br:1][C:2]1[C:3]([F:12])=[C:4]([C:9](=O)[CH3:10])[C:5](F)=[CH:6][CH:7]=1.O.[NH2:14][NH2:15].O.[CH2:17](O)CCC, predict the reaction product. The product is: [Br:1][C:2]1[CH:7]=[CH:6][C:5]2[C:4](=[C:9]([CH3:10])[N:14]([CH3:17])[N:15]=2)[C:3]=1[F:12]. (2) Given the reactants [CH3:1][C:2]1([CH3:43])[N:6]([CH2:7][CH2:8][CH2:9][CH2:10][CH2:11][CH2:12][CH2:13][CH2:14][CH2:15][S:16]([CH2:18][CH2:19][CH2:20][C:21]([F:27])([F:26])[C:22]([F:25])([F:24])[F:23])=[O:17])[C:5](=[O:28])[N:4]([C:29]2[CH:34]=[CH:33][C:32]([N+:35]([O-:37])=[O:36])=[C:31]([C:38](F)(F)F)[CH:30]=2)[C:3]1=[O:42].CC1(C)N(CCCCCCCCCSCCCC(F)(F)C(F)(F)F)C(=O)N(C2C=CC([N+]([O-])=O)=C(C)C=2)C1=O, predict the reaction product. The product is: [CH3:1][C:2]1([CH3:43])[N:6]([CH2:7][CH2:8][CH2:9][CH2:10][CH2:11][CH2:12][CH2:13][CH2:14][CH2:15][S:16]([CH2:18][CH2:19][CH2:20][C:21]([F:26])([F:27])[C:22]([F:25])([F:23])[F:24])=[O:17])[C:5](=[O:28])[N:4]([C:29]2[CH:34]=[CH:33][C:32]([N+:35]([O-:37])=[O:36])=[C:31]([CH3:38])[CH:30]=2)[C:3]1=[O:42]. (3) Given the reactants [Cl:1][C:2]1[CH:7]=[CH:6][C:5]([S:8]([O-])(=[O:10])=[O:9])=[CH:4][C:3]=1[N+:12]([O-:14])=[O:13].[Na+].S(Cl)([Cl:18])=O.CN(C=O)C, predict the reaction product. The product is: [Cl:1][C:2]1[CH:7]=[CH:6][C:5]([S:8]([Cl:18])(=[O:10])=[O:9])=[CH:4][C:3]=1[N+:12]([O-:14])=[O:13]. (4) The product is: [NH2:7][CH2:8][CH2:9][N:10]1[CH:14]=[CH:13][NH:12][C:11]1=[O:16]. Given the reactants C(OC(=O)[NH:7][CH2:8][CH2:9][N:10]1[CH:14](O)[CH2:13][NH:12][C:11]1=[O:16])(C)(C)C.C(O)(C(F)(F)F)=O, predict the reaction product. (5) Given the reactants [F:1][C:2]([F:15])([F:14])[C:3](=O)[CH2:4][C:5]([C:7]1[CH:8]=[N:9][CH:10]=[CH:11][CH:12]=1)=O.[NH:16]([C:18]1[CH:19]=[CH:20][C:21]([NH:24][C:25]([CH:27]2[CH2:32][CH2:31][CH2:30][CH2:29][CH2:28]2)=[O:26])=[N:22][CH:23]=1)[NH2:17].C(O)(=O)C, predict the reaction product. The product is: [N:9]1[CH:10]=[CH:11][CH:12]=[C:7]([C:5]2[N:16]([C:18]3[CH:19]=[CH:20][C:21]([NH:24][C:25]([CH:27]4[CH2:28][CH2:29][CH2:30][CH2:31][CH2:32]4)=[O:26])=[N:22][CH:23]=3)[N:17]=[C:3]([C:2]([F:15])([F:14])[F:1])[CH:4]=2)[CH:8]=1. (6) The product is: [C:8]([O:12][C:13](=[O:15])[NH:27][S:24]([CH3:23])(=[O:26])=[O:25])([CH3:11])([CH3:10])[CH3:9]. Given the reactants C(N(CC)CC)C.[C:8]([O:12][C:13]([O:15]C(OC(C)(C)C)=O)=O)([CH3:11])([CH3:10])[CH3:9].[CH3:23][S:24]([NH2:27])(=[O:26])=[O:25], predict the reaction product. (7) Given the reactants [Cl:1][C:2]1[N:3]=[C:4]2[CH:13]=[CH:12][CH:11]=[N:10][C:5]2=[N:6][C:7]=1[NH:8][NH2:9].[CH:14](OC)(OC)OC, predict the reaction product. The product is: [Cl:1][C:2]1[C:7]2[N:6]([CH:14]=[N:9][N:8]=2)[C:5]2[N:10]=[CH:11][CH:12]=[CH:13][C:4]=2[N:3]=1. (8) Given the reactants [F:1][C:2]1[CH:7]=[CH:6][C:5]([C:8]2[C:28](=[O:29])[N:27]([CH3:30])[C:11]3[N:12]([CH3:26])[C:13]4[C:18]([C:10]=3[CH:9]=2)=[CH:17][C:16]([C:19]2[N:20]=[C:21]([CH2:24][OH:25])[S:22][CH:23]=2)=[CH:15][CH:14]=4)=[CH:4][CH:3]=1.[C:31](Cl)(=[O:36])[C:32]([CH3:35])([CH3:34])[CH3:33].O, predict the reaction product. The product is: [F:1][C:2]1[CH:7]=[CH:6][C:5]([C:8]2[C:28](=[O:29])[N:27]([CH3:30])[C:11]3[N:12]([CH3:26])[C:13]4[C:18]([C:10]=3[CH:9]=2)=[CH:17][C:16]([C:19]2[N:20]=[C:21]([CH2:24][O:25][C:31](=[O:36])[C:32]([CH3:35])([CH3:34])[CH3:33])[S:22][CH:23]=2)=[CH:15][CH:14]=4)=[CH:4][CH:3]=1. (9) Given the reactants Br[C:2]1[CH:3]=[C:4]2[C:10]([C:11]3[C:16]([O:17][CH3:18])=[CH:15][CH:14]=[CH:13][N:12]=3)=[N:9][N:8](COC(=O)C(C)(C)C)[C:5]2=[N:6][CH:7]=1.[NH2:27][C:28]1[CH:38]=[CH:37][C:36](B2OC(C)(C)C(C)(C)O2)=[CH:35][C:29]=1[C:30]([N:32]([CH3:34])[CH3:33])=[O:31].ClCCl.C(=O)(O)[O-].[Na+], predict the reaction product. The product is: [NH2:27][C:28]1[CH:38]=[CH:37][C:36]([C:2]2[CH:3]=[C:4]3[C:10]([C:11]4[C:16]([O:17][CH3:18])=[CH:15][CH:14]=[CH:13][N:12]=4)=[N:9][NH:8][C:5]3=[N:6][CH:7]=2)=[CH:35][C:29]=1[C:30]([N:32]([CH3:34])[CH3:33])=[O:31]. (10) Given the reactants [S:1]1[C:5]2[CH:6]=[CH:7][CH:8]=[CH:9][C:4]=2[C:3]([C:10]([OH:12])=O)=[N:2]1.C(N(CC)C(C)C)(C)C.Cl.Cl.[CH3:24][N:25]1[CH:30]2[CH2:31][CH2:32][CH:26]1[CH2:27][CH:28]([NH2:33])[CH2:29]2.CN(C(ON1N=NC2C=CC=NC1=2)=[N+](C)C)C.F[P-](F)(F)(F)(F)F, predict the reaction product. The product is: [CH3:24][N:25]1[CH:30]2[CH2:31][CH2:32][CH:26]1[CH2:27][CH:28]([NH:33][C:10]([C:3]1[C:4]3[CH:9]=[CH:8][CH:7]=[CH:6][C:5]=3[S:1][N:2]=1)=[O:12])[CH2:29]2.